From a dataset of Forward reaction prediction with 1.9M reactions from USPTO patents (1976-2016). Predict the product of the given reaction. (1) Given the reactants [OH:1][CH:2]1[CH2:5][N:4]([C:6]2[S:7][CH:8]=[C:9]([C:11](=[O:19])[NH:12][C@H:13]([CH2:17][OH:18])[CH:14]([CH3:16])[CH3:15])[N:10]=2)[CH2:3]1.[Si:20](Cl)([C:23]([CH3:26])([CH3:25])[CH3:24])([CH3:22])[CH3:21].N1C=CN=C1, predict the reaction product. The product is: [Si:20]([O:18][CH2:17][C@@H:13]([NH:12][C:11]([C:9]1[N:10]=[C:6]([N:4]2[CH2:5][CH:2]([OH:1])[CH2:3]2)[S:7][CH:8]=1)=[O:19])[CH:14]([CH3:16])[CH3:15])([C:23]([CH3:26])([CH3:25])[CH3:24])([CH3:22])[CH3:21]. (2) Given the reactants [CH2:1]([NH:8][CH2:9][C:10]1[CH:11]=[C:12]2[C:16](=[CH:17][C:18]=1[NH2:19])[N:15]([C:20]([C:33]1[CH:38]=[CH:37][CH:36]=[CH:35][CH:34]=1)([C:27]1[CH:32]=[CH:31][CH:30]=[CH:29][CH:28]=1)[C:21]1[CH:26]=[CH:25][CH:24]=[CH:23][CH:22]=1)[N:14]=[C:13]2[C:39]1[CH:44]=[CH:43][N:42]=[CH:41][CH:40]=1)[C:2]1[CH:7]=[CH:6][CH:5]=[CH:4][CH:3]=1.CCN(CC)CC.C1N=CN([C:57](N2C=NC=C2)=[O:58])C=1, predict the reaction product. The product is: [CH2:1]([N:8]1[CH2:9][C:10]2[C:18](=[CH:17][C:16]3[N:15]([C:20]([C:27]4[CH:32]=[CH:31][CH:30]=[CH:29][CH:28]=4)([C:33]4[CH:34]=[CH:35][CH:36]=[CH:37][CH:38]=4)[C:21]4[CH:26]=[CH:25][CH:24]=[CH:23][CH:22]=4)[N:14]=[C:13]([C:39]4[CH:40]=[CH:41][N:42]=[CH:43][CH:44]=4)[C:12]=3[CH:11]=2)[NH:19][C:57]1=[O:58])[C:2]1[CH:3]=[CH:4][CH:5]=[CH:6][CH:7]=1. (3) Given the reactants [CH2:1]([O:3][C:4]1[CH:5]=[C:6]([CH:9]=[CH:10][C:11]=1[OH:12])[CH:7]=[O:8])[CH3:2].[CH2:13](Br)[C:14]1[CH:19]=[CH:18][CH:17]=[CH:16][CH:15]=1.C(=O)([O-])[O-].[K+].[K+].C(#N)C, predict the reaction product. The product is: [CH2:13]([O:12][C:11]1[CH:10]=[CH:9][C:6]([CH:7]=[O:8])=[CH:5][C:4]=1[O:3][CH2:1][CH3:2])[C:14]1[CH:19]=[CH:18][CH:17]=[CH:16][CH:15]=1. (4) Given the reactants [CH3:1][O:2][CH2:3][CH2:4][OH:5].[H-].[Na+].F[C:9]1[CH:17]=[CH:16][C:12]([C:13]([OH:15])=[O:14])=[CH:11][C:10]=1[N+:18]([O-:20])=[O:19], predict the reaction product. The product is: [CH3:1][O:2][CH2:3][CH2:4][O:5][C:9]1[CH:17]=[CH:16][C:12]([C:13]([OH:15])=[O:14])=[CH:11][C:10]=1[N+:18]([O-:20])=[O:19]. (5) The product is: [CH3:29][CH:28]([CH3:30])[C:27]([O:26][CH:23]([C:5]1[C:6]2[N:7]3[CH2:14][CH2:13][CH2:12][N:11]([C:15]4[CH:20]=[CH:19][C:18]([Cl:21])=[CH:17][C:16]=4[Cl:22])[C:8]3=[N:9][C:10]=2[C:2]([Cl:1])=[CH:3][CH:4]=1)[CH2:24][CH3:25])=[O:31]. Given the reactants [Cl:1][C:2]1[C:10]2[N:9]=[C:8]3[N:11]([C:15]4[CH:20]=[CH:19][C:18]([Cl:21])=[CH:17][C:16]=4[Cl:22])[CH2:12][CH2:13][CH2:14][N:7]3[C:6]=2[C:5]([CH:23]([OH:26])[CH2:24][CH3:25])=[CH:4][CH:3]=1.[C:27](O[C:27](=[O:31])[CH:28]([CH3:30])[CH3:29])(=[O:31])[CH:28]([CH3:30])[CH3:29].C(=O)(O)[O-].[Na+], predict the reaction product. (6) Given the reactants C([N:3]([C:9]1[C:10]([CH3:29])=[C:11]([CH3:28])[C:12]2[O:16][CH2:15][CH:14]([C:17]3[CH:22]=[CH:21][C:20]([CH:23]([CH3:25])[CH3:24])=[CH:19][CH:18]=3)[C:13]=2[C:26]=1[CH3:27])[C:4](=[O:8])[C:5]([O-:7])=O)C.[C:30]([Mg]Cl)([CH3:33])([CH3:32])[CH3:31], predict the reaction product. The product is: [CH:23]([C:20]1[CH:21]=[CH:22][C:17]([CH:14]2[C:13]3[C:26]([CH3:27])=[C:9]([NH:3][C:4](=[O:8])[C:5](=[O:7])[C:30]([CH3:33])([CH3:32])[CH3:31])[C:10]([CH3:29])=[C:11]([CH3:28])[C:12]=3[O:16][CH2:15]2)=[CH:18][CH:19]=1)([CH3:24])[CH3:25]. (7) Given the reactants [O:1]1[CH2:7][CH:6]([N:8]2[C:12]3=[N:13][CH:14]=[N:15][C:16]([NH2:17])=[C:11]3[C:10]([C:18]3[CH:23]=[CH:22][C:21]([O:24][C:25]4[CH:30]=[CH:29][CH:28]=[CH:27][CH:26]=4)=[CH:20][CH:19]=3)=[N:9]2)[CH2:5][NH:4][CH2:3][CH2:2]1.[C:31](O)(=[O:35])[CH2:32][CH2:33][CH3:34], predict the reaction product. The product is: [NH2:17][C:16]1[N:15]=[CH:14][N:13]=[C:12]2[N:8]([CH:6]3[CH2:7][O:1][CH2:2][CH2:3][N:4]([C:31](=[O:35])[CH2:32][CH2:33][CH3:34])[CH2:5]3)[N:9]=[C:10]([C:18]3[CH:19]=[CH:20][C:21]([O:24][C:25]4[CH:30]=[CH:29][CH:28]=[CH:27][CH:26]=4)=[CH:22][CH:23]=3)[C:11]=12. (8) Given the reactants [F:1][C:2]1[CH:3]=[C:4]([CH:8]=[CH:9][C:10]=1[N+:11]([O-:13])=[O:12])[C:5](O)=[O:6].Cl.[CH3:15][NH:16][O:17][CH3:18].Cl.CN(C)CCCN=C=NCC.C(N(C1C=CC=CN=1)CC)C, predict the reaction product. The product is: [CH3:15][N:16]([O:17][CH3:18])[C:5](=[O:6])[C:4]1[CH:8]=[CH:9][C:10]([N+:11]([O-:13])=[O:12])=[C:2]([F:1])[CH:3]=1.